Dataset: Peptide-MHC class II binding affinity with 134,281 pairs from IEDB. Task: Regression. Given a peptide amino acid sequence and an MHC pseudo amino acid sequence, predict their binding affinity value. This is MHC class II binding data. The peptide sequence is AVMLTFDNAGMWNVR. The MHC is DRB3_0202 with pseudo-sequence DRB3_0202. The binding affinity (normalized) is 0.671.